Dataset: Full USPTO retrosynthesis dataset with 1.9M reactions from patents (1976-2016). Task: Predict the reactants needed to synthesize the given product. (1) The reactants are: [NH2:1][C:2]1[CH:10]=[CH:9][C:8]([C:11]([F:14])([F:13])[F:12])=[CH:7][C:3]=1[C:4]([NH2:6])=[O:5].[OH-].[Na+].[C:17](Cl)(=O)[CH2:18][CH2:19][CH2:20][CH3:21].Cl. Given the product [CH2:18]([C:17]1[N:6]=[C:4]([OH:5])[C:3]2[C:2](=[CH:10][CH:9]=[C:8]([C:11]([F:12])([F:13])[F:14])[CH:7]=2)[N:1]=1)[CH2:19][CH2:20][CH3:21], predict the reactants needed to synthesize it. (2) Given the product [CH3:15][N:12]1[CH:13]=[CH:14][C:10]([NH:9][C:17]2[C:26]3[C:21](=[CH:22][CH:23]=[C:24]([O:27][C:2]4[C:7]([CH3:8])=[CH:6][CH:5]=[CH:4][N:3]=4)[CH:25]=3)[N:20]=[CH:19][N:18]=2)=[N:11]1, predict the reactants needed to synthesize it. The reactants are: Cl[C:2]1[C:7]([CH3:8])=[CH:6][CH:5]=[CH:4][N:3]=1.[NH2:9][C:10]1[CH:14]=[CH:13][N:12]([CH3:15])[N:11]=1.Cl[C:17]1[C:26]2[C:21](=[CH:22][CH:23]=[C:24]([OH:27])[CH:25]=2)[N:20]=[CH:19][N:18]=1. (3) Given the product [ClH:55].[ClH:55].[NH:3]1[CH:4]=[CH:5][N:1]=[C:2]1[C:6]1[CH:11]=[CH:10][C:9]([C:12]2[CH:13]=[N:14][N:15]3[CH:20]=[CH:19][C:18]([N:21]4[C@@H:25]([CH:26]([CH3:28])[CH3:27])[CH2:24][N:23]([CH2:29][CH:30]5[CH2:35][CH2:34][N:33]([CH3:40])[CH2:32][CH2:31]5)[C:22]4=[O:36])=[N:17][C:16]=23)=[CH:8][CH:7]=1, predict the reactants needed to synthesize it. The reactants are: [NH:1]1[CH:5]=[CH:4][N:3]=[C:2]1[C:6]1[CH:11]=[CH:10][C:9]([C:12]2[CH:13]=[N:14][N:15]3[CH:20]=[CH:19][C:18]([N:21]4[C@@H:25]([CH:26]([CH3:28])[CH3:27])[CH2:24][N:23]([CH2:29][CH:30]5[CH2:35][CH2:34][NH:33][CH2:32][CH2:31]5)[C:22]4=[O:36])=[N:17][C:16]=23)=[CH:8][CH:7]=1.C=O.[BH3-][C:40]#N.[Na+].C1(N)C(F)=C(F)C(F)=C(N)C=1F.[ClH:55].Cl.Cl. (4) Given the product [NH2:10][C:3]1[C:2]([OH:1])=[CH:9][CH:8]=[CH:7][C:4]=1[C:5]#[N:6], predict the reactants needed to synthesize it. The reactants are: [OH:1][C:2]1[C:3]([N+:10]([O-])=O)=[C:4]([CH:7]=[CH:8][CH:9]=1)[C:5]#[N:6].Cl[Sn]Cl. (5) Given the product [CH3:32][C:26]1[NH:25][C:16]([CH3:15])=[C:18]([C:19](=[O:20])[C:21]([F:24])([F:23])[F:22])[CH:13]([C:5]2[CH:6]=[CH:7][CH:8]=[C:9]3[C:4]=2[O:3][C:2]([CH3:1])=[CH:11][C:10]3=[O:12])[C:27]=1[C:28]([O:30][CH3:31])=[O:29], predict the reactants needed to synthesize it. The reactants are: [CH3:1][C:2]1[O:3][C:4]2[C:9]([C:10](=[O:12])[CH:11]=1)=[CH:8][CH:7]=[CH:6][C:5]=2[CH:13]=O.[CH3:15][C:16]([CH2:18][C:19]([C:21]([F:24])([F:23])[F:22])=[O:20])=O.[NH2:25]/[C:26](/[CH3:32])=[CH:27]\[C:28]([O:30][CH3:31])=[O:29].C(O)(=O)C. (6) Given the product [Cl:19][C:11]1[CH:10]=[C:9]([C:14]2[S:15][CH:16]=[CH:17][N:18]=2)[N:8]=[C:7]([C:5]2[O:6][C:2]([CH3:1])=[CH:3][CH:4]=2)[N:12]=1, predict the reactants needed to synthesize it. The reactants are: [CH3:1][C:2]1[O:6][C:5]([C:7]2[N:12]=[C:11](O)[CH:10]=[C:9]([C:14]3[S:15][CH:16]=[CH:17][N:18]=3)[N:8]=2)=[CH:4][CH:3]=1.[Cl:19]C1N=C(C2SC=CC=2)N=C(N)C=1. (7) Given the product [F:1][C:2]1[CH:9]=[CH:8][CH:7]=[CH:6][C:3]=1[CH:4]=[N:11][OH:12], predict the reactants needed to synthesize it. The reactants are: [F:1][C:2]1[CH:9]=[CH:8][CH:7]=[CH:6][C:3]=1[CH:4]=O.Cl.[NH2:11][OH:12].[OH-].[Na+]. (8) Given the product [CH3:1][O:2][C:3]1[CH:8]=[CH:7][CH:6]=[CH:5][C:4]=1[N:9]1[CH2:14][CH2:13][N:12]([CH2:15][C@H:16]([NH:24][C:38]([CH:32]2[CH2:37][CH2:36][CH2:35][CH2:34][CH2:33]2)=[O:39])[CH2:17][C:18]2[CH:23]=[CH:22][CH:21]=[CH:20][N:19]=2)[CH2:11][CH2:10]1, predict the reactants needed to synthesize it. The reactants are: [CH3:1][O:2][C:3]1[CH:8]=[CH:7][CH:6]=[CH:5][C:4]=1[N:9]1[CH2:14][CH2:13][N:12]([CH2:15][C@H:16]([NH2:24])[CH2:17][C:18]2[CH:23]=[CH:22][CH:21]=[CH:20][N:19]=2)[CH2:11][CH2:10]1.C(N(CC)CC)C.[CH:32]1([C:38](Cl)=[O:39])[CH2:37][CH2:36][CH2:35][CH2:34][CH2:33]1.